This data is from Catalyst prediction with 721,799 reactions and 888 catalyst types from USPTO. The task is: Predict which catalyst facilitates the given reaction. Reactant: [Br:1][C:2]1[CH:7]=[CH:6][CH:5]=[C:4]([O:8][CH2:9][C@H:10]2[CH2:12][O:11]2)[C:3]=1[OH:13].C([O-])([O-])=O.[K+].[K+]. Product: [Br:1][C:2]1[C:3]2[O:13][C@@H:10]([CH2:12][OH:11])[CH2:9][O:8][C:4]=2[CH:5]=[CH:6][CH:7]=1. The catalyst class is: 5.